Predict the reactants needed to synthesize the given product. From a dataset of Full USPTO retrosynthesis dataset with 1.9M reactions from patents (1976-2016). (1) Given the product [Cl:60][C:61]1[CH:69]=[CH:68][C:64]([C:65]([NH:34][C:35]2[CH:36]=[CH:37][C:38]([C:41]3[CH:49]=[C:48]4[C:44]([CH2:45][N:46]([C:51]5([C:56]([O:58][CH3:59])=[O:57])[CH2:55][CH2:54][CH2:53][CH2:52]5)[C:47]4=[O:50])=[CH:43][CH:42]=3)=[CH:39][CH:40]=2)=[O:66])=[CH:63][CH:62]=1, predict the reactants needed to synthesize it. The reactants are: C(NC1C=CC(C2C=C3C(CN([C@@H](C(C)C)C(OC)=O)C3=O)=CC=2)=CC=1)(=O)C1C=CC=CC=1.[NH2:34][C:35]1[CH:40]=[CH:39][C:38]([C:41]2[CH:49]=[C:48]3[C:44]([CH2:45][N:46]([C:51]4([C:56]([O:58][CH3:59])=[O:57])[CH2:55][CH2:54][CH2:53][CH2:52]4)[C:47]3=[O:50])=[CH:43][CH:42]=2)=[CH:37][CH:36]=1.[Cl:60][C:61]1[CH:69]=[CH:68][C:64]([C:65](Cl)=[O:66])=[CH:63][CH:62]=1. (2) Given the product [OH:6][C@@H:7]([C:10]1[CH:24]=[CH:23][CH:22]=[CH:21][C:11]=1[CH2:12][NH:13][C:14](=[O:20])[O:15][C:16]([CH3:18])([CH3:19])[CH3:17])[C@H:8]([OH:27])[CH3:9], predict the reactants needed to synthesize it. The reactants are: CS(N)(=O)=O.[OH2:6].[CH:7](/[C:10]1[CH:24]=[CH:23][CH:22]=[CH:21][C:11]=1[CH2:12][NH:13][C:14](=[O:20])[O:15][C:16]([CH3:19])([CH3:18])[CH3:17])=[CH:8]/[CH3:9].S([O-])([O-])(=[O:27])=S.[Na+].[Na+]. (3) Given the product [Si:1]([O:8][CH:9]([C:27]1[CH:32]=[CH:31][C:30]([F:33])=[CH:29][CH:28]=1)[CH2:10][CH2:11][CH:12]([CH:42]([NH:41][C:38]1[CH:39]=[CH:40][C:35]([F:34])=[CH:36][CH:37]=1)[C:43]1[CH:48]=[CH:47][C:46]([OH:49])=[CH:45][CH:44]=1)[C:13]([N:15]1[CH:19]([C:20]2[CH:25]=[CH:24][CH:23]=[CH:22][CH:21]=2)[CH2:18][O:17][C:16]1=[O:26])=[O:14])([C:4]([CH3:7])([CH3:5])[CH3:6])([CH3:3])[CH3:2], predict the reactants needed to synthesize it. The reactants are: [Si:1]([O:8][CH:9]([C:27]1[CH:32]=[CH:31][C:30]([F:33])=[CH:29][CH:28]=1)[CH2:10][CH2:11][CH2:12][C:13]([N:15]1[CH:19]([C:20]2[CH:25]=[CH:24][CH:23]=[CH:22][CH:21]=2)[CH2:18][O:17][C:16]1=[O:26])=[O:14])([C:4]([CH3:7])([CH3:6])[CH3:5])([CH3:3])[CH3:2].[F:34][C:35]1[CH:40]=[CH:39][C:38]([N:41]=[CH:42][C:43]2[CH:48]=[CH:47][C:46]([OH:49])=[CH:45][CH:44]=2)=[CH:37][CH:36]=1.C(N(C(C)C)C(C)C)C.C[Si](Cl)(C)C.C(O)(=O)C(C(C(O)=O)O)O.S([O-])(O)=O.[Na+]. (4) Given the product [Cl:25][CH2:24][CH:23]1[C:2]2[C:11]3[CH:10]=[CH:9][C:8]([C:12]#[N:13])=[CH:7][C:6]=3[CH:5]=[CH:4][C:3]=2[N:14]([C:15]([O:16][C:17]([CH3:20])([CH3:19])[CH3:18])=[O:21])[CH2:22]1, predict the reactants needed to synthesize it. The reactants are: Br[C:2]1[C:11]2[C:6](=[CH:7][C:8]([C:12]#[N:13])=[CH:9][CH:10]=2)[CH:5]=[CH:4][C:3]=1[N:14]([CH2:22][CH:23]=[CH:24][Cl:25])[C:15](=[O:21])[O:16][C:17]([CH3:20])([CH3:19])[CH3:18].CCCC[SnH](CCCC)CCCC.CC(N=NC(C#N)(C)C)(C#N)C. (5) Given the product [Br:1][C:2]1[CH:8]=[CH:7][CH:6]=[CH:5][C:3]=1[NH:4][CH2:19][CH:18]1[CH2:21][CH2:20]1, predict the reactants needed to synthesize it. The reactants are: [Br:1][C:2]1[CH:8]=[CH:7][CH:6]=[CH:5][C:3]=1[NH2:4].N1CCC(NC(=O)O[C:18]([CH3:21])([CH3:20])[CH3:19])CC1. (6) Given the product [Cl:1][C:2]1[CH:3]=[C:4]([C:9]2([C:22]([F:23])([F:25])[F:24])[O:13][N:12]=[C:11]([C:14]3[CH:15]=[CH:16][C:17]([CH3:21])=[C:18]([NH:19][C:29](=[O:30])[C:28]4[CH:32]=[CH:33][CH:34]=[N:35][C:27]=4[Cl:26])[CH:20]=3)[CH2:10]2)[CH:5]=[C:6]([Cl:8])[CH:7]=1, predict the reactants needed to synthesize it. The reactants are: [Cl:1][C:2]1[CH:3]=[C:4]([C:9]2([C:22]([F:25])([F:24])[F:23])[O:13][N:12]=[C:11]([C:14]3[CH:15]=[CH:16][C:17]([CH3:21])=[C:18]([CH:20]=3)[NH2:19])[CH2:10]2)[CH:5]=[C:6]([Cl:8])[CH:7]=1.[Cl:26][C:27]1[N:35]=[CH:34][CH:33]=[CH:32][C:28]=1[C:29](O)=[O:30].Cl.C(N(CC)CCCN=C=NCC)C.C(=O)([O-])O.[Na+].